Dataset: Forward reaction prediction with 1.9M reactions from USPTO patents (1976-2016). Task: Predict the product of the given reaction. Given the reactants [OH:1][C:2]([CH2:22][S:23]([C:26]1[CH:31]=[CH:30][C:29]([O:32][CH3:33])=[CH:28][CH:27]=1)(=[O:25])=[O:24])([CH2:6][S:7]([C:10]1[CH:15]=[CH:14][C:13]([C:16]2[CH:21]=[CH:20][CH:19]=[CH:18][CH:17]=2)=[CH:12][CH:11]=1)(=[O:9])=[O:8])[C:3](O)=[O:4].O.ON1C2C=CC=CC=2N=N1.Cl.[CH2:46]([O:53][NH2:54])[C:47]1[CH:52]=[CH:51][CH:50]=[CH:49][CH:48]=1.C(N(C(C)C)CC)(C)C.Cl.CN(C)CCCN=C=NCC, predict the reaction product. The product is: [CH2:46]([O:53][NH:54][C:3](=[O:4])[C:2]([OH:1])([CH2:22][S:23]([C:26]1[CH:27]=[CH:28][C:29]([O:32][CH3:33])=[CH:30][CH:31]=1)(=[O:25])=[O:24])[CH2:6][S:7]([C:10]1[CH:15]=[CH:14][C:13]([C:16]2[CH:17]=[CH:18][CH:19]=[CH:20][CH:21]=2)=[CH:12][CH:11]=1)(=[O:9])=[O:8])[C:47]1[CH:52]=[CH:51][CH:50]=[CH:49][CH:48]=1.